From a dataset of Peptide-MHC class I binding affinity with 185,985 pairs from IEDB/IMGT. Regression. Given a peptide amino acid sequence and an MHC pseudo amino acid sequence, predict their binding affinity value. This is MHC class I binding data. (1) The peptide sequence is ASWHDALDL. The MHC is HLA-B57:01 with pseudo-sequence HLA-B57:01. The binding affinity (normalized) is 0.0847. (2) The peptide sequence is FLVPGTHVA. The MHC is HLA-A02:01 with pseudo-sequence HLA-A02:01. The binding affinity (normalized) is 0.648. (3) The peptide sequence is ALDLSHFLK. The MHC is HLA-A30:02 with pseudo-sequence HLA-A30:02. The binding affinity (normalized) is 0. (4) The peptide sequence is TGNKNKITI. The MHC is H-2-Db with pseudo-sequence H-2-Db. The binding affinity (normalized) is 0.